The task is: Predict which catalyst facilitates the given reaction.. This data is from Catalyst prediction with 721,799 reactions and 888 catalyst types from USPTO. (1) Reactant: [O:1]1[CH2:5][CH2:4][O:3][CH:2]1[CH2:6][N:7]1[C:16]2[C:11](=[N:12][CH:13]=[C:14](F)[CH:15]=2)[CH:10]=[CH:9][C:8]1=[O:18].[OH-:19].[Na+].O. Product: [O:1]1[CH2:5][CH2:4][O:3][CH:2]1[CH2:6][N:7]1[C:16]2[C:11](=[N:12][CH:13]=[C:14]([OH:19])[CH:15]=2)[CH:10]=[CH:9][C:8]1=[O:18]. The catalyst class is: 7. (2) Reactant: [Cl:1][C:2]1[CH:16]=[CH:15][C:5]([O:6][CH2:7][C:8]([O:10][C:11]([CH3:14])([CH3:13])[CH3:12])=[O:9])=[C:4]([CH:17]=[O:18])[CH:3]=1.[BH4-].[Na+]. Product: [Cl:1][C:2]1[CH:16]=[CH:15][C:5]([O:6][CH2:7][C:8]([O:10][C:11]([CH3:14])([CH3:12])[CH3:13])=[O:9])=[C:4]([CH2:17][OH:18])[CH:3]=1. The catalyst class is: 8. (3) Reactant: [CH3:1][O:2][C:3](=[O:34])[C:4]1[CH:9]=[C:8]([O:10][C:11]2[CH:16]=[CH:15][CH:14]=[CH:13][CH:12]=2)[CH:7]=[C:6]([C:17](=O)[C:18]2[CH:23]=[CH:22][C:21]([N:24]([C:26]3[CH:31]=[CH:30][C:29]([Cl:32])=[CH:28][CH:27]=3)[CH3:25])=[CH:20][CH:19]=2)[CH:5]=1.[OH:35][NH2:36].Cl.N1C=CC=CC=1. Product: [CH3:1][O:2][C:3](=[O:34])[C:4]1[CH:9]=[C:8]([O:10][C:11]2[CH:16]=[CH:15][CH:14]=[CH:13][CH:12]=2)[CH:7]=[C:6]([C:17]([C:18]2[CH:23]=[CH:22][C:21]([N:24]([C:26]3[CH:31]=[CH:30][C:29]([Cl:32])=[CH:28][CH:27]=3)[CH3:25])=[CH:20][CH:19]=2)=[N:36][OH:35])[CH:5]=1. The catalyst class is: 5. (4) Reactant: [F:1][C:2]1[CH:3]=[C:4]([C:9]([OH:12])([CH3:11])[CH3:10])[CH:5]=[C:6]([F:8])[CH:7]=1.N1C(C)=CC=CC=1C.FC(F)(F)S(O[Si:27]([CH:34]([CH3:36])[CH3:35])([CH:31]([CH3:33])[CH3:32])[CH:28]([CH3:30])[CH3:29])(=O)=O. Product: [F:1][C:2]1[CH:3]=[C:4]([C:9]([O:12][Si:27]([CH:34]([CH3:36])[CH3:35])([CH:31]([CH3:33])[CH3:32])[CH:28]([CH3:30])[CH3:29])([CH3:10])[CH3:11])[CH:5]=[C:6]([F:8])[CH:7]=1. The catalyst class is: 2. (5) Reactant: [CH2:1]([N:8]1[C:16]2[C:11](=[CH:12][C:13]([Cl:17])=[CH:14][CH:15]=2)[CH:10]=[C:9]1[CH:18](O)[CH:19]([CH3:21])[CH3:20])[C:2]1[CH:7]=[CH:6][CH:5]=[CH:4][CH:3]=1.C1C=CC(P(C2C=CC=CC=2)C2C=CC=CC=2)=CC=1.[C:42]1(=[O:52])[NH:46][C:45](=[O:47])[C:44]2=[CH:48][CH:49]=[CH:50][CH:51]=[C:43]12.CC(OC(/N=N/C(OC(C)C)=O)=O)C. Product: [CH2:1]([N:8]1[C:16]2[C:11](=[CH:12][C:13]([Cl:17])=[CH:14][CH:15]=2)[CH:10]=[C:9]1[CH:18]([N:46]1[C:42](=[O:52])[C:43]2[C:44](=[CH:48][CH:49]=[CH:50][CH:51]=2)[C:45]1=[O:47])[CH:19]([CH3:21])[CH3:20])[C:2]1[CH:3]=[CH:4][CH:5]=[CH:6][CH:7]=1. The catalyst class is: 20.